This data is from Reaction yield outcomes from USPTO patents with 853,638 reactions. The task is: Predict the reaction yield, written as a fraction of the theoretical maximum amount of product (1.0 means a 100% yield; for example, 0.34 means a 34% yield). The reactants are [NH2:1][C:2]1[CH:7]=[CH:6][C:5]([OH:8])=[CH:4][CH:3]=1.[C:9]([Si:13]([CH3:16])([CH3:15])Cl)([CH3:12])([CH3:11])[CH3:10].N1C=CN=C1.C(OCC)(=O)C. The catalyst is CN(C)C=O. The product is [Si:13]([O:8][C:5]1[CH:6]=[CH:7][C:2]([NH2:1])=[CH:3][CH:4]=1)([C:9]([CH3:12])([CH3:11])[CH3:10])([CH3:16])[CH3:15]. The yield is 0.360.